From a dataset of Peptide-MHC class II binding affinity with 134,281 pairs from IEDB. Regression. Given a peptide amino acid sequence and an MHC pseudo amino acid sequence, predict their binding affinity value. This is MHC class II binding data. The peptide sequence is VSWEEEAEISGSSAR. The MHC is DRB1_0404 with pseudo-sequence DRB1_0404. The binding affinity (normalized) is 0.